Predict the reaction yield, written as a fraction of the theoretical maximum amount of product (1.0 means a 100% yield; for example, 0.34 means a 34% yield). From a dataset of Reaction yield outcomes from USPTO patents with 853,638 reactions. (1) The reactants are [Cl:1][C:2]1[CH:3]=[CH:4][C:5]([O:31][CH3:32])=[C:6]([NH:8][C:9](=[O:30])[CH2:10][N:11]2[C:15]3[CH2:16][N:17]([CH2:20][C:21]([O:23]CC)=O)[CH2:18][CH2:19][C:14]=3[C:13]([C:26]([F:29])([F:28])[F:27])=[N:12]2)[CH:7]=1.[NH3:33].CO. The product is [NH2:33][C:21](=[O:23])[CH2:20][N:17]1[CH2:18][CH2:19][C:14]2[C:13]([C:26]([F:27])([F:29])[F:28])=[N:12][N:11]([CH2:10][C:9]([NH:8][C:6]3[CH:7]=[C:2]([Cl:1])[CH:3]=[CH:4][C:5]=3[O:31][CH3:32])=[O:30])[C:15]=2[CH2:16]1. The yield is 0.450. No catalyst specified. (2) The reactants are [C:1]([C:5]1[CH:10]=[C:9]([CH3:11])[C:8]([N+:12]([O-])=O)=[C:7]([CH3:15])[CH:6]=1)([O:3][CH3:4])=[O:2]. The catalyst is C(OCC)(=O)C.[Pd]. The product is [C:1]([C:5]1[CH:6]=[C:7]([CH3:15])[C:8]([NH2:12])=[C:9]([CH3:11])[CH:10]=1)([O:3][CH3:4])=[O:2]. The yield is 1.00. (3) The reactants are C[O:2][C:3]([CH:5]1[CH2:10][CH2:9][N:8]([CH2:11][C:12](=[O:30])[N:13]([CH2:26][CH:27]2[CH2:29][CH2:28]2)[CH2:14][C:15]2[NH:16][C:17](=[O:25])[CH:18]3[CH2:24][O:23][CH2:22][CH2:21][CH:19]3[N:20]=2)[CH2:7][CH2:6]1)=[O:4].[OH-].[Na+]. The catalyst is CO.O. The product is [CH:27]1([CH2:26][N:13]([CH2:14][C:15]2[NH:16][C:17](=[O:25])[CH:18]3[CH2:24][O:23][CH2:22][CH2:21][CH:19]3[N:20]=2)[C:12]([CH2:11][N:8]2[CH2:7][CH2:6][CH:5]([C:3]([OH:4])=[O:2])[CH2:10][CH2:9]2)=[O:30])[CH2:28][CH2:29]1. The yield is 0.920. (4) The reactants are [CH3:1][CH:2]([N:4]1[C:12](/[CH:13]=[CH:14]/[C@H:15]([OH:24])[CH2:16][C@H:17]([OH:23])[CH2:18][C:19]([O:21]C)=[O:20])=[C:11]([C:25]2[CH:30]=[CH:29][C:28]([F:31])=[CH:27][CH:26]=2)[C:10]2[C:5]1=[CH:6][CH:7]=[CH:8][CH:9]=2)[CH3:3].C(#N)C.[OH-].[Na+:36]. The catalyst is CO. The product is [CH3:3][CH:2]([N:4]1[C:12](/[CH:13]=[CH:14]/[CH:15]([OH:24])[CH2:16][CH:17]([OH:23])[CH2:18][C:19]([O-:21])=[O:20])=[C:11]([C:25]2[CH:26]=[CH:27][C:28]([F:31])=[CH:29][CH:30]=2)[C:10]2[CH:9]=[CH:8][CH:7]=[CH:6][C:5]1=2)[CH3:1].[Na+:36]. The yield is 0.811. (5) The reactants are [CH3:1][C:2]1[CH:22]=[CH:21][C:5]2[N:6]=[C:7]([C:11]3[CH:16]=[CH:15][CH:14]=[CH:13][C:12]=3[O:17]C(=O)C)O[C:9](=[O:10])[C:4]=2[CH:3]=1.[F:23][C:24]1[CH:29]=[CH:28][CH:27]=[CH:26][C:25]=1[CH2:30][CH2:31][NH2:32]. No catalyst specified. The product is [F:23][C:24]1[CH:29]=[CH:28][CH:27]=[CH:26][C:25]=1[CH2:30][CH2:31][N:32]1[C:9](=[O:10])[C:4]2[C:5](=[CH:21][CH:22]=[C:2]([CH3:1])[CH:3]=2)[N:6]=[C:7]1[C:11]1[CH:16]=[CH:15][CH:14]=[CH:13][C:12]=1[OH:17]. The yield is 0.750.